From a dataset of Full USPTO retrosynthesis dataset with 1.9M reactions from patents (1976-2016). Predict the reactants needed to synthesize the given product. (1) Given the product [NH2:23][C:24]1[N:29]=[C:28]([C:30]([F:35])([F:34])[C:31]([NH:3][CH2:4][C:5]2[CH:13]=[C:12]3[C:8](=[CH:7][CH:6]=2)[C:9](=[O:65])[N:10]([CH:15]2[CH2:20][CH2:19][C:18](=[O:21])[NH:17][C:16]2=[O:22])[CH2:11]3)=[O:33])[CH:27]=[CH:26][N:25]=1, predict the reactants needed to synthesize it. The reactants are: Cl.C[NH:3][CH2:4][C:5]1[CH:13]=[C:12]2[C:8]([CH2:9][N:10]([CH:15]3[CH2:20][CH2:19][C:18](=[O:21])[NH:17][C:16]3=[O:22])[C:11]2=O)=[CH:7][CH:6]=1.[NH2:23][C:24]1[N:29]=[C:28]([C:30]([F:35])([F:34])[C:31]([OH:33])=O)[CH:27]=[CH:26][N:25]=1.C(N(CC)C(C)C)(C)C.F[P-](F)(F)(F)(F)F.CN(C(N(C)C)=[N+]1C2C(=NC=CC=2)[N+]([O-:65])=N1)C. (2) Given the product [CH:1]([C:4]1[CH:9]=[CH:8][C:7]([S:10]([C:13]2[CH:18]=[CH:17][C:16]([N:19]3[CH2:20][CH2:21][NH:22][CH2:23][CH2:24]3)=[CH:15][CH:14]=2)(=[O:12])=[O:11])=[CH:6][C:5]=1[S:32]([NH:35][CH:36]1[CH2:41][CH2:40][O:39][CH2:38][CH2:37]1)(=[O:34])=[O:33])([CH3:3])[CH3:2], predict the reactants needed to synthesize it. The reactants are: [CH:1]([C:4]1[CH:9]=[CH:8][C:7]([S:10]([C:13]2[CH:18]=[CH:17][C:16]([N:19]3[CH2:24][CH2:23][N:22](C(OC(C)(C)C)=O)[CH2:21][CH2:20]3)=[CH:15][CH:14]=2)(=[O:12])=[O:11])=[CH:6][C:5]=1[S:32]([NH:35][CH:36]1[CH2:41][CH2:40][O:39][CH2:38][CH2:37]1)(=[O:34])=[O:33])([CH3:3])[CH3:2].Cl. (3) Given the product [NH:11]1[C:15]2[CH:16]=[CH:17][CH:18]=[CH:19][C:14]=2[N:13]=[C:12]1[C@H:8]([NH:9][C:10]([NH:31][CH:30]([C:32]1[CH:37]=[CH:36][CH:35]=[CH:34][CH:33]=1)[CH2:29][N:26]1[CH2:25][CH2:24][O:23][CH2:28][CH2:27]1)=[O:20])[CH2:7][C:6]1[CH:21]=[CH:22][C:3]([O:2][CH3:1])=[CH:4][CH:5]=1, predict the reactants needed to synthesize it. The reactants are: [CH3:1][O:2][C:3]1[CH:22]=[CH:21][C:6]([CH2:7][C@@H:8]2[C:12]3=[N:13][C:14]4[CH:19]=[CH:18][CH:17]=[CH:16][C:15]=4[N:11]3[C:10](=[O:20])[NH:9]2)=[CH:5][CH:4]=1.[O:23]1[CH2:28][CH2:27][N:26]([CH2:29][CH:30]([C:32]2[CH:37]=[CH:36][CH:35]=[CH:34][CH:33]=2)[NH2:31])[CH2:25][CH2:24]1.C(O)(C(F)(F)F)=O. (4) Given the product [OH:22][C:19]1[CH:20]=[CH:21][C:16]([N:8]([CH2:1][C:2]2[CH:7]=[CH:6][CH:5]=[CH:4][CH:3]=2)[CH2:9][C:10]2[CH:15]=[CH:14][CH:13]=[CH:12][CH:11]=2)=[CH:17][CH:18]=1, predict the reactants needed to synthesize it. The reactants are: [CH2:1]([NH:8][CH2:9][C:10]1[CH:15]=[CH:14][CH:13]=[CH:12][CH:11]=1)[C:2]1[CH:7]=[CH:6][CH:5]=[CH:4][CH:3]=1.[C:16]1(=O)[CH2:21][CH2:20][C:19](=[O:22])[CH2:18][CH2:17]1. (5) Given the product [C:4]([C@H:8]1[CH2:13][CH2:12][C@H:11]([O:14][C:15]2[CH:24]=[C:23]([CH3:25])[C:22]3[C:17](=[CH:18][CH:19]=[CH:20][CH:21]=3)[C:16]=2[CH2:26][N:27]2[CH2:28][CH2:29][CH:30]([C:33]([OH:35])=[O:34])[CH2:31][CH2:32]2)[CH2:10][CH2:9]1)([CH3:7])([CH3:5])[CH3:6], predict the reactants needed to synthesize it. The reactants are: [H-].[OH-].[Li+].[C:4]([C@H:8]1[CH2:13][CH2:12][C@H:11]([O:14][C:15]2[CH:24]=[C:23]([CH3:25])[C:22]3[C:17](=[CH:18][CH:19]=[CH:20][CH:21]=3)[C:16]=2[CH2:26][N:27]2[CH2:32][CH2:31][CH:30]([C:33]([O:35]CC)=[O:34])[CH2:29][CH2:28]2)[CH2:10][CH2:9]1)([CH3:7])([CH3:6])[CH3:5].O1CCCC1.CO.O.Cl. (6) Given the product [CH2:1]([NH:8][C:9]([C:11]1[S:15][C:14]([C:16]2[CH:21]=[N:20][CH:19]=[C:18]([CH2:22][CH2:23][C:24]3[CH:29]=[CH:28][CH:27]=[CH:26][CH:25]=3)[N:17]=2)=[N:13][C:12]=1[CH3:30])=[O:10])[C:2]1[CH:3]=[CH:4][CH:5]=[CH:6][CH:7]=1, predict the reactants needed to synthesize it. The reactants are: [CH2:1]([NH:8][C:9]([C:11]1[S:15][C:14]([C:16]2[CH:21]=[N:20][CH:19]=[C:18](/[CH:22]=[CH:23]/[C:24]3[CH:29]=[CH:28][CH:27]=[CH:26][CH:25]=3)[N:17]=2)=[N:13][C:12]=1[CH3:30])=[O:10])[C:2]1[CH:7]=[CH:6][CH:5]=[CH:4][CH:3]=1. (7) Given the product [F:30][C:24]1[CH:25]=[CH:26][C:27]([F:29])=[CH:28][C:23]=1[C:22]([N:19]1[CH2:20][CH2:21][CH:16]([C:13]2[C:12]3[C:7](=[CH:8][CH:9]=[C:10]([F:32])[CH:11]=3)[CH:6]=[C:5]([CH2:4][C:3]([OH:33])=[O:2])[C:14]=2[CH3:15])[CH2:17][CH2:18]1)=[O:31], predict the reactants needed to synthesize it. The reactants are: C[O:2][C:3](=[O:33])[CH2:4][C:5]1[C:14]([CH3:15])=[C:13]([CH:16]2[CH2:21][CH2:20][N:19]([C:22](=[O:31])[C:23]3[CH:28]=[C:27]([F:29])[CH:26]=[CH:25][C:24]=3[F:30])[CH2:18][CH2:17]2)[C:12]2[C:7](=[CH:8][CH:9]=[C:10]([F:32])[CH:11]=2)[CH:6]=1.O.[OH-].[Li+]. (8) Given the product [F:24][C:16]1[CH:15]=[C:14]([C:9]2[N:10]=[C:11]([CH3:13])[O:12][C:8]=2[C:5]2[CH:6]=[CH:7][C:2]([C:30]3[N:31]=[C:32]([Si:35]([CH3:38])([CH3:37])[CH3:36])[S:33][CH:34]=3)=[CH:3][CH:4]=2)[CH:19]=[CH:18][C:17]=1[S:20]([NH2:23])(=[O:22])=[O:21], predict the reactants needed to synthesize it. The reactants are: Br[C:2]1[CH:7]=[CH:6][C:5]([C:8]2[O:12][C:11]([CH3:13])=[N:10][C:9]=2[C:14]2[CH:19]=[CH:18][C:17]([S:20]([NH2:23])(=[O:22])=[O:21])=[C:16]([F:24])[CH:15]=2)=[CH:4][CH:3]=1.C([Sn](CCCC)(CCCC)[C:30]1[N:31]=[C:32]([Si:35]([CH3:38])([CH3:37])[CH3:36])[S:33][CH:34]=1)CCC. (9) Given the product [C:8]1([CH:7]([C:14]2[CH:19]=[CH:18][CH:17]=[CH:16][CH:15]=2)[C:6]([NH:5][CH2:4][CH2:3][CH2:2][N:21]2[CH2:26][CH2:25][CH:24]([C:27]3[CH:32]=[CH:31][C:30]([NH:33][C:34](=[O:38])[CH2:35][CH2:36][CH3:37])=[CH:29][CH:28]=3)[CH2:23][CH2:22]2)=[O:20])[CH:13]=[CH:12][CH:11]=[CH:10][CH:9]=1, predict the reactants needed to synthesize it. The reactants are: Br[CH2:2][CH2:3][CH2:4][NH:5][C:6](=[O:20])[CH:7]([C:14]1[CH:19]=[CH:18][CH:17]=[CH:16][CH:15]=1)[C:8]1[CH:13]=[CH:12][CH:11]=[CH:10][CH:9]=1.[NH:21]1[CH2:26][CH2:25][CH:24]([C:27]2[CH:32]=[CH:31][C:30]([NH:33][C:34](=[O:38])[CH2:35][CH2:36][CH3:37])=[CH:29][CH:28]=2)[CH2:23][CH2:22]1.